Task: Predict the reaction yield, written as a fraction of the theoretical maximum amount of product (1.0 means a 100% yield; for example, 0.34 means a 34% yield).. Dataset: Reaction yield outcomes from USPTO patents with 853,638 reactions (1) The product is [NH2:2][N:3]1[C:12](=[O:13])[C:11]2[C:6](=[C:7]([CH3:23])[C:8]([N:15]3[CH2:19][CH:18]([CH3:20])[CH:17]([CH2:21][NH:22][CH2:37][CH2:36][C:35]#[N:38])[CH2:16]3)=[C:9]([F:14])[CH:10]=2)[N:5]([CH:24]2[CH2:26][CH2:25]2)[C:4]1=[O:27]. The reactants are Cl.[NH2:2][N:3]1[C:12](=[O:13])[C:11]2[C:6](=[C:7]([CH3:23])[C:8]([N:15]3[CH2:19][C@@H:18]([CH3:20])[C@H:17]([CH2:21][NH2:22])[CH2:16]3)=[C:9]([F:14])[CH:10]=2)[N:5]([CH:24]2[CH2:26][CH2:25]2)[C:4]1=[O:27].C(N(CC)CC)C.[C:35](#[N:38])[CH:36]=[CH2:37]. The yield is 0.420. The catalyst is CO. (2) The reactants are [C:1]([C:3]1[CH:4]=[CH:5][C:6]2[O:10][C:9]([C:11](O)=[O:12])=[C:8]([CH3:14])[C:7]=2[CH:15]=1)#[N:2].C(Cl)(=O)C(Cl)=O.[H-].C(O[Al](OCC(C)C)OCC(C)C)C(C)C.[Li+].Cl. The catalyst is O1CCCC1.CN(C)C=O.[O-2].[O-2].[Mn+4]. The product is [CH:11]([C:9]1[O:10][C:6]2[CH:5]=[CH:4][C:3]([C:1]#[N:2])=[CH:15][C:7]=2[C:8]=1[CH3:14])=[O:12]. The yield is 0.630. (3) The catalyst is O. The product is [CH2:23]([O:22][C:5]1[CH:4]=[C:3]([CH:21]=[CH:20][C:6]=1[O:7][CH2:8][C:9]1[N:10]=[C:11]([C:15]2[O:16][CH:17]=[CH:18][CH:19]=2)[O:12][C:13]=1[CH3:14])[CH2:2][O:25][C:26]1[C:30]([CH:31]=[O:32])=[CH:29][N:28]([C:33]2[CH:34]=[CH:35][CH:36]=[CH:37][CH:38]=2)[N:27]=1)[CH3:24]. The yield is 0.860. The reactants are Cl[CH2:2][C:3]1[CH:21]=[CH:20][C:6]([O:7][CH2:8][C:9]2[N:10]=[C:11]([C:15]3[O:16][CH:17]=[CH:18][CH:19]=3)[O:12][C:13]=2[CH3:14])=[C:5]([O:22][CH2:23][CH3:24])[CH:4]=1.[OH:25][C:26]1[C:30]([CH:31]=[O:32])=[CH:29][N:28]([C:33]2[CH:38]=[CH:37][CH:36]=[CH:35][CH:34]=2)[N:27]=1.CN(C)C=O.[H-].[Na+]. (4) The reactants are [Cl:1][C:2]1[CH:7]=[CH:6][C:5]([CH:8]([NH:27][C:28]2[CH:33]=[CH:32][C:31](=[O:34])[N:30]([CH3:35])[CH:29]=2)[C:9]2[C:10]([C:24]([OH:26])=O)=[N:11][N:12]([CH2:15][C:16]3[CH:21]=[CH:20][C:19]([O:22][CH3:23])=[CH:18][CH:17]=3)[C:13]=2[CH3:14])=[CH:4][CH:3]=1.ClC(N(C)C)=C(C)C. The catalyst is C(Cl)Cl. The product is [Cl:1][C:2]1[CH:3]=[CH:4][C:5]([CH:8]2[C:9]3[C:10](=[N:11][N:12]([CH2:15][C:16]4[CH:17]=[CH:18][C:19]([O:22][CH3:23])=[CH:20][CH:21]=4)[C:13]=3[CH3:14])[C:24](=[O:26])[N:27]2[C:28]2[CH:33]=[CH:32][C:31](=[O:34])[N:30]([CH3:35])[CH:29]=2)=[CH:6][CH:7]=1. The yield is 0.760. (5) The reactants are [Br:1][C:2]1[C:3](Cl)=[N:4][C:5]([Cl:8])=[N:6][CH:7]=1.Cl.[C:11]([O:15][C:16](=[O:26])[NH:17][C@H:18]1[CH2:23][CH2:22][C@H:21]([CH2:24][NH2:25])[CH2:20][CH2:19]1)([CH3:14])([CH3:13])[CH3:12].CCN(C(C)C)C(C)C. The catalyst is CC(N(C)C)=O. The product is [C:11]([O:15][C:16](=[O:26])[NH:17][CH:18]1[CH2:19][CH2:20][CH:21]([CH2:24][NH:25][C:3]2[C:2]([Br:1])=[CH:7][N:6]=[C:5]([Cl:8])[N:4]=2)[CH2:22][CH2:23]1)([CH3:14])([CH3:12])[CH3:13]. The yield is 0.650. (6) The reactants are [C:1]([C:3]1[CH:8]=[CH:7][C:6]([N:9]2[C@@H:13]([C:14]([OH:16])=[O:15])[CH2:12][N:11]([CH3:17])[C:10]2=[O:18])=[CH:5][C:4]=1[C:19]([F:22])([F:21])[F:20])#[N:2].[N+](=[CH2:25])=[N-].[Na+].[Cl-]. The catalyst is C1COCC1. The product is [C:1]([C:3]1[CH:8]=[CH:7][C:6]([N:9]2[C@@H:13]([C:14]([O:16][CH3:25])=[O:15])[CH2:12][N:11]([CH3:17])[C:10]2=[O:18])=[CH:5][C:4]=1[C:19]([F:21])([F:22])[F:20])#[N:2]. The yield is 0.720.